This data is from Forward reaction prediction with 1.9M reactions from USPTO patents (1976-2016). The task is: Predict the product of the given reaction. (1) Given the reactants [S:1]1[C:5]2[CH:6]=[C:7]([C:10]3([CH:13]=O)[CH2:12][CH2:11]3)[CH:8]=[CH:9][C:4]=2[N:3]=[CH:2]1.[NH:15]([C:17]1[N:18]=[N:19][C:20]([C:23]2[CH:32]=[CH:31][C:26]([C:27]([O:29][CH3:30])=[O:28])=[CH:25][CH:24]=2)=[CH:21][N:22]=1)[NH2:16].C(O)(=O)C.C(O)(=O)C.IC1C=CC=CC=1, predict the reaction product. The product is: [S:1]1[C:5]2[CH:6]=[C:7]([C:10]3([C:13]4[N:18]5[N:19]=[C:20]([C:23]6[CH:24]=[CH:25][C:26]([C:27]([O:29][CH3:30])=[O:28])=[CH:31][CH:32]=6)[CH:21]=[N:22][C:17]5=[N:15][N:16]=4)[CH2:11][CH2:12]3)[CH:8]=[CH:9][C:4]=2[N:3]=[CH:2]1. (2) Given the reactants [Si:1]([O:18][CH2:19][C:20]1[CH:21]=[C:22]([CH:45]=[C:46]([Cl:48])[CH:47]=1)[CH2:23][N:24]1[C:32]2[C:27](=[N:28][C:29](Cl)=[CH:30][CH:31]=2)[CH:26]=[C:25]1[C:34]1[N:38](C2CCCCO2)[N:37]=[CH:36][CH:35]=1)([C:14]([CH3:17])([CH3:16])[CH3:15])([C:8]1[CH:13]=[CH:12][CH:11]=[CH:10][CH:9]=1)[C:2]1[CH:7]=[CH:6][CH:5]=[CH:4][CH:3]=1.[NH:49]([C:58]([O:60][C:61]([CH3:64])([CH3:63])[CH3:62])=[O:59])[NH:50][C:51]([O:53][C:54]([CH3:57])([CH3:56])[CH3:55])=[O:52].C([O-])([O-])=O.[Cs+].[Cs+].Cl.O1CCOCC1, predict the reaction product. The product is: [Si:1]([O:18][CH2:19][C:20]1[CH:21]=[C:22]([CH:45]=[C:46]([Cl:48])[CH:47]=1)[CH2:23][N:24]1[C:32]2[C:27](=[N:28][C:29]([N:49]([C:58]([O:60][C:61]([CH3:64])([CH3:63])[CH3:62])=[O:59])[NH:50][C:51]([O:53][C:54]([CH3:55])([CH3:56])[CH3:57])=[O:52])=[CH:30][CH:31]=2)[CH:26]=[C:25]1[C:34]1[CH:35]=[CH:36][NH:37][N:38]=1)([C:14]([CH3:16])([CH3:15])[CH3:17])([C:2]1[CH:3]=[CH:4][CH:5]=[CH:6][CH:7]=1)[C:8]1[CH:13]=[CH:12][CH:11]=[CH:10][CH:9]=1. (3) Given the reactants [Cl:1][C:2]1[CH:3]=[N:4][N:5]([C:7]2[CH:12]=[CH:11][N:10]=[CH:9][C:8]=2[N:13]2[CH2:18][CH2:17][CH:16]([C:19]([NH:21][C@@H:22]3[CH2:26][CH2:25][O:24][CH2:23]3)=[O:20])[CH2:15][CH2:14]2)[CH:6]=1.[H-].[Na+].[CH3:29]I.[Cl-].[NH4+], predict the reaction product. The product is: [Cl:1][C:2]1[CH:3]=[N:4][N:5]([C:7]2[CH:12]=[CH:11][N:10]=[CH:9][C:8]=2[N:13]2[CH2:18][CH2:17][CH:16]([C:19]([N:21]([CH3:29])[C@@H:22]3[CH2:26][CH2:25][O:24][CH2:23]3)=[O:20])[CH2:15][CH2:14]2)[CH:6]=1. (4) Given the reactants [Cl:1][C:2]1[CH:3]=[C:4]([CH:9]=[CH:10][C:11]=1[CH:12]1[S:18][CH2:17][CH2:16][NH:15][C:14]2[N:19]([CH3:28])[N:20]=[C:21]([C:22]3[CH:27]=[CH:26][CH:25]=[CH:24][N:23]=3)[C:13]1=2)[C:5]([O:7]C)=O.[NH2:29][C:30]1[C:31]([CH3:36])=[N:32][CH:33]=[CH:34][CH:35]=1.C[Si]([N-][Si](C)(C)C)(C)C.[Li+], predict the reaction product. The product is: [Cl:1][C:2]1[CH:3]=[C:4]([CH:9]=[CH:10][C:11]=1[CH:12]1[S:18][CH2:17][CH2:16][NH:15][C:14]2[N:19]([CH3:28])[N:20]=[C:21]([C:22]3[CH:27]=[CH:26][CH:25]=[CH:24][N:23]=3)[C:13]1=2)[C:5]([NH:29][C:30]1[C:31]([CH3:36])=[N:32][CH:33]=[CH:34][CH:35]=1)=[O:7]. (5) Given the reactants [CH2:1]([S:3]([C:6]1[CH:7]=[C:8]([C:12]2[C:17]3[C:18]4[CH:24]=[C:23]([CH3:25])[CH:22]=[N:21][C:19]=4[NH:20][C:16]=3[C:15]([C:26]#[N:27])=[N:14][CH:13]=2)[CH:9]=[CH:10][CH:11]=1)(=[O:5])=[O:4])[CH3:2].[OH-:28].[K+], predict the reaction product. The product is: [CH2:1]([S:3]([C:6]1[CH:7]=[C:8]([C:12]2[C:17]3[C:18]4[CH:24]=[C:23]([CH3:25])[CH:22]=[N:21][C:19]=4[NH:20][C:16]=3[C:15]([C:26]([NH2:27])=[O:28])=[N:14][CH:13]=2)[CH:9]=[CH:10][CH:11]=1)(=[O:4])=[O:5])[CH3:2]. (6) Given the reactants C([N:8]1[CH:12]=[C:11]([C:13]2([CH2:26][CH2:27][CH2:28][O:29]CC3C=CC=CC=3)[C:22]3[C:17](=[CH:18][C:19]([O:23][CH3:24])=[CH:20][CH:21]=3)[O:16][C:15](=[O:25])[CH2:14]2)[N:10]=[CH:9]1)C1C=CC=CC=1, predict the reaction product. The product is: [OH:29][CH2:28][CH2:27][CH2:26][C:13]1([C:11]2[N:10]=[CH:9][NH:8][CH:12]=2)[C:22]2[C:17](=[CH:18][C:19]([O:23][CH3:24])=[CH:20][CH:21]=2)[O:16][C:15](=[O:25])[CH2:14]1. (7) Given the reactants [Cl:1][C:2]1[CH:3]=[C:4]2[C:9](=[CH:10][CH:11]=1)[N:8]([C@H:12]([CH3:16])[C:13]([OH:15])=O)[CH2:7][CH2:6][CH2:5]2.CN(C(ON1N=NC2C=CC=NC1=2)=[N+](C)C)C.F[P-](F)(F)(F)(F)F.[C:41]1([N:47]2[CH2:52][CH2:51][NH:50][CH2:49][CH2:48]2)[CH:46]=[CH:45][CH:44]=[CH:43][CH:42]=1.C(=O)(O)[O-].[Na+], predict the reaction product. The product is: [Cl:1][C:2]1[CH:3]=[C:4]2[C:9](=[CH:10][CH:11]=1)[N:8]([C@H:12]([CH3:16])[C:13]([N:50]1[CH2:51][CH2:52][N:47]([C:41]3[CH:46]=[CH:45][CH:44]=[CH:43][CH:42]=3)[CH2:48][CH2:49]1)=[O:15])[CH2:7][CH2:6][CH2:5]2.